This data is from Full USPTO retrosynthesis dataset with 1.9M reactions from patents (1976-2016). The task is: Predict the reactants needed to synthesize the given product. (1) Given the product [CH3:1][S:2]([O-:5])(=[O:4])=[O:3].[CH3:7][N+:8]1[CH:12]=[CH:11][N:10]([CH3:1])[CH:9]=1, predict the reactants needed to synthesize it. The reactants are: [CH3:1][S:2]([O:5]C)(=[O:4])=[O:3].[CH3:7][N+:8]1[CH:12]=[CH:11][NH:10][CH:9]=1. (2) Given the product [CH:1]1[C:10]2[C:5](=[CH:6][CH:7]=[CH:8][CH:9]=2)[CH:4]=[CH:3][C:2]=1[NH:11][C:12]1[CH:13]=[CH:14][CH:15]=[C:16]2[C:21]=1[NH:20][CH2:19][CH2:18][CH2:17]2, predict the reactants needed to synthesize it. The reactants are: [CH:1]1[C:10]2[C:5](=[CH:6][CH:7]=[CH:8][CH:9]=2)[CH:4]=[CH:3][C:2]=1[NH:11][C:12]1[CH:13]=[CH:14][CH:15]=[C:16]2[C:21]=1[N:20]=[CH:19][CH:18]=[CH:17]2.C(OCC)(=O)C. (3) Given the product [ClH:21].[F:1][C:2]1[CH:3]=[CH:4][C:5]([O:10][C:11]2[CH:12]=[C:13]3[C:17](=[CH:18][CH:19]=2)[N:16]([CH3:20])[N:15]=[CH:14]3)=[C:6]([CH:9]=1)[CH2:7][NH2:8], predict the reactants needed to synthesize it. The reactants are: [F:1][C:2]1[CH:3]=[CH:4][C:5]([O:10][C:11]2[CH:12]=[C:13]3[C:17](=[CH:18][CH:19]=2)[N:16]([CH3:20])[N:15]=[CH:14]3)=[C:6]([CH:9]=1)[C:7]#[N:8].[ClH:21].C1(C)C=CC=CC=1.CCO. (4) Given the product [CH3:1][C:2]([CH3:15])([CH3:14])[CH2:3][C:4]([C:6]1[CH:13]=[CH:12][C:9]([CH2:10][N:20]2[C:16](=[O:26])[C:17]3[C:18](=[CH:22][CH:23]=[CH:24][CH:25]=3)[C:19]2=[O:21])=[CH:8][CH:7]=1)=[O:5], predict the reactants needed to synthesize it. The reactants are: [CH3:1][C:2]([CH3:15])([CH3:14])[CH2:3][C:4]([C:6]1[CH:13]=[CH:12][C:9]([CH2:10]Br)=[CH:8][CH:7]=1)=[O:5].[C:16]1(=[O:26])[NH:20][C:19](=[O:21])[C:18]2=[CH:22][CH:23]=[CH:24][CH:25]=[C:17]12.[K]. (5) Given the product [CH3:14][O:13][CH2:12][CH2:11][N:8]1[C:9](=[O:10])[C:4]2[C:3]([C:18]3[CH:23]=[CH:22][CH:21]=[CH:20][CH:19]=3)=[C:2]([C:32]3[CH:33]=[CH:34][C:35]([C:38]4([NH:42][C:43](=[O:49])[O:44][C:45]([CH3:47])([CH3:46])[CH3:48])[CH2:39][CH2:40][CH2:41]4)=[CH:36][CH:37]=3)[O:17][C:5]=2[N:6]=[C:7]1[S:15][CH3:16], predict the reactants needed to synthesize it. The reactants are: Br[C:2]1[O:17][C:5]2[N:6]=[C:7]([S:15][CH3:16])[N:8]([CH2:11][CH2:12][O:13][CH3:14])[C:9](=[O:10])[C:4]=2[C:3]=1[C:18]1[CH:23]=[CH:22][CH:21]=[CH:20][CH:19]=1.CC1(C)C(C)(C)OB([C:32]2[CH:37]=[CH:36][C:35]([C:38]3([NH:42][C:43](=[O:49])[O:44][C:45]([CH3:48])([CH3:47])[CH3:46])[CH2:41][CH2:40][CH2:39]3)=[CH:34][CH:33]=2)O1.C(=O)([O-])[O-].[K+].[K+]. (6) Given the product [C:1]([O:5][C:6](=[O:23])[NH:7][C:8]1[S:9][C:10]2[CH2:11][NH:12][CH2:13][CH2:14][C:15]=2[N:16]=1)([CH3:4])([CH3:2])[CH3:3], predict the reactants needed to synthesize it. The reactants are: [C:1]([O:5][C:6](=[O:23])[NH:7][C:8]1[S:9][C:10]2[CH2:11][N:12](C(=O)C(F)(F)F)[CH2:13][CH2:14][C:15]=2[N:16]=1)([CH3:4])([CH3:3])[CH3:2].C(=O)([O-])[O-].[K+].[K+]. (7) Given the product [F:25][C:26]1[CH:31]=[CH:30][C:29]([F:32])=[CH:28][C:27]=1[N:33]1[C:2]2[C:3](=[CH:14][CH:15]=[C:16]([OH:18])[CH:17]=2)[C:4]([C:6]2[CH:11]=[CH:10][C:9]([OH:12])=[CH:8][C:7]=2[OH:13])=[N:34]1, predict the reactants needed to synthesize it. The reactants are: O[C:2]1[CH:17]=[C:16]([OH:18])[CH:15]=[CH:14][C:3]=1[C:4]([C:6]1[CH:11]=[CH:10][C:9]([OH:12])=[CH:8][C:7]=1[OH:13])=O.C([O-])(=O)C.[Na+].Cl.[F:25][C:26]1[CH:31]=[CH:30][C:29]([F:32])=[CH:28][C:27]=1[NH:33][NH2:34].